From a dataset of Peptide-MHC class I binding affinity with 185,985 pairs from IEDB/IMGT. Regression. Given a peptide amino acid sequence and an MHC pseudo amino acid sequence, predict their binding affinity value. This is MHC class I binding data. (1) The peptide sequence is VDRKGKVVGL. The MHC is HLA-B08:01 with pseudo-sequence HLA-B08:01. The binding affinity (normalized) is 0.191. (2) The peptide sequence is TPSFPNIHL. The MHC is Patr-B1301 with pseudo-sequence Patr-B1301. The binding affinity (normalized) is 1.00. (3) The peptide sequence is KVCYNAVLT. The MHC is H-2-Kb with pseudo-sequence H-2-Kb. The binding affinity (normalized) is 0. (4) The peptide sequence is DEVVYTHGA. The MHC is HLA-B15:17 with pseudo-sequence HLA-B15:17. The binding affinity (normalized) is 0.0847. (5) The peptide sequence is NRWKSWFSY. The MHC is HLA-A02:06 with pseudo-sequence HLA-A02:06. The binding affinity (normalized) is 0.0847. (6) The peptide sequence is LRFPGQLNA. The MHC is Mamu-B03 with pseudo-sequence Mamu-B03. The binding affinity (normalized) is 0.101. (7) The peptide sequence is LFLAFVVFL. The MHC is HLA-A26:01 with pseudo-sequence HLA-A26:01. The binding affinity (normalized) is 0.413. (8) The peptide sequence is WTLLEPGDTI. The MHC is Mamu-A02 with pseudo-sequence Mamu-A02. The binding affinity (normalized) is 0.403.